Dataset: Forward reaction prediction with 1.9M reactions from USPTO patents (1976-2016). Task: Predict the product of the given reaction. (1) Given the reactants C(OC([NH:8][C@@H:9]([CH2:20][C:21]1[CH:30]=[CH:29][C:28]2[C:23](=[CH:24][CH:25]=[CH:26][CH:27]=2)[CH:22]=1)[C:10]([NH:12][CH2:13][C:14]1[CH:19]=[CH:18][CH:17]=[CH:16][CH:15]=1)=[O:11])=O)(C)(C)C.[ClH:31], predict the reaction product. The product is: [ClH:31].[NH2:8][C@@H:9]([CH2:20][C:21]1[CH:30]=[CH:29][C:28]2[C:23](=[CH:24][CH:25]=[CH:26][CH:27]=2)[CH:22]=1)[C:10]([NH:12][CH2:13][C:14]1[CH:15]=[CH:16][CH:17]=[CH:18][CH:19]=1)=[O:11]. (2) Given the reactants CN1C2C(N)=CC=CC=2N=C1.C[C:13]1[N:14]([CH3:40])[C:15]2[C:21]([NH:22][C:23](=[S:39])[NH:24][C:25]3[CH:26]=[C:27]([S:35]([NH2:38])(=[O:37])=[O:36])[CH:28]=[CH:29][C:30]=3[O:31][CH:32]([CH3:34])[CH3:33])=[CH:20][CH:19]=[CH:18][C:16]=2[N:17]=1, predict the reaction product. The product is: [CH:32]([O:31][C:30]1[CH:29]=[CH:28][C:27]([S:35]([NH2:38])(=[O:36])=[O:37])=[CH:26][C:25]=1[NH:24][C:23]([NH:22][C:21]1[C:15]2[N:14]([CH3:40])[CH:13]=[N:17][C:16]=2[CH:18]=[CH:19][CH:20]=1)=[S:39])([CH3:34])[CH3:33]. (3) Given the reactants Br[C:2]1[S:3][CH:4]=[CH:5][C:6]=1[CH3:7].[Mg].[CH3:9][O:10][CH2:11][CH2:12]OS(C1C=CC(C)=CC=1)(=O)=O, predict the reaction product. The product is: [CH3:9][O:10][CH2:11][CH2:12][C:2]1[S:3][CH:4]=[CH:5][C:6]=1[CH3:7]. (4) The product is: [CH3:19][C@H:18]1[CH2:17][N:16]2[N:20]=[CH:21][C:22]([N:23]3[CH2:24][CH:25]([C:29]4[O:1][N:2]=[C:3]([CH3:4])[N:5]=4)[CH2:26][C:27]3=[O:28])=[C:15]2[CH2:14][N:13]1[C:11]([O:10][C:6]([CH3:8])([CH3:7])[CH3:9])=[O:12]. Given the reactants [OH:1][N:2]=[C:3]([NH2:5])[CH3:4].[C:6]([O:10][C:11]([N:13]1[C@@H:18]([CH3:19])[CH2:17][N:16]2[N:20]=[CH:21][C:22]([N:23]3[C:27](=[O:28])[CH2:26][CH:25]([C:29](O)=O)[CH2:24]3)=[C:15]2[CH2:14]1)=[O:12])([CH3:9])([CH3:8])[CH3:7].CCN=C=NCCCN(C)C.CCN(C(C)C)C(C)C.C1C=CC2N(O)N=NC=2C=1, predict the reaction product.